Dataset: Catalyst prediction with 721,799 reactions and 888 catalyst types from USPTO. Task: Predict which catalyst facilitates the given reaction. (1) Reactant: [N+:1]([O-:4])(O)=[O:2].C([O:13][C@H:14]1[CH2:17][C@H:16]([C:18]2[CH:23]=[CH:22][CH:21]=[CH:20][CH:19]=2)[CH2:15]1)(=O)C1C=CC=CC=1.S(=O)(=O)(O)O. Product: [N+:1]([C:21]1[CH:22]=[CH:23][C:18]([C@H:16]2[CH2:15][C@H:14]([OH:13])[CH2:17]2)=[CH:19][CH:20]=1)([O-:4])=[O:2]. The catalyst class is: 152. (2) Reactant: [CH:1]1([N:6]2[C:15]3[N:14]=[C:13]([NH:16][C:17]4[CH:18]=[CH:19][C:20]([C:26](O)=[O:27])=[C:21]5[C:25]=4[O:24][CH2:23][CH2:22]5)[N:12]=[CH:11][C:10]=3[N:9]([CH3:29])[C:8](=[O:30])[C@@H:7]2[CH2:31][CH3:32])[CH2:5][CH2:4][CH2:3][CH2:2]1.F[B-](F)(F)F.[N:38]1(OC(N(C)C)=[N+](C)C)[C:42]2[CH:43]=[CH:44]C=[CH:46][C:41]=2N=N1.[CH:55]([N:58](C(C)C)CC)(C)C.C(=O)([O-])[O-].[Na+].[Na+]. Product: [CH:1]1([N:6]2[C:15]3[N:14]=[C:13]([NH:16][C:17]4[CH:18]=[CH:19][C:20]([C:26]([NH:38][CH:42]5[CH2:41][CH2:46][N:58]([CH3:55])[CH2:44][CH2:43]5)=[O:27])=[C:21]5[C:25]=4[O:24][CH2:23][CH2:22]5)[N:12]=[CH:11][C:10]=3[N:9]([CH3:29])[C:8](=[O:30])[C@@H:7]2[CH2:31][CH3:32])[CH2:5][CH2:4][CH2:3][CH2:2]1. The catalyst class is: 4. (3) Reactant: C(OC([NH:11][C@@H:12]([CH2:20][NH:21][C:22](=[O:35])[C:23]1[CH:28]=[CH:27][C:26]([CH2:29][CH2:30][C:31]([O:33][CH3:34])=[O:32])=[CH:25][CH:24]=1)[C:13]([O:15][C:16]([CH3:19])([CH3:18])[CH3:17])=[O:14])=O)C1C=CC=CC=1.C(O)(=O)C.[H][H]. Product: [C:16]([O:15][C:13](=[O:14])[C@@H:12]([NH2:11])[CH2:20][NH:21][C:22](=[O:35])[C:23]1[CH:24]=[CH:25][C:26]([CH2:29][CH2:30][C:31]([O:33][CH3:34])=[O:32])=[CH:27][CH:28]=1)([CH3:19])([CH3:17])[CH3:18]. The catalyst class is: 19. (4) Reactant: [CH3:1][C:2]([CH3:32])([CH3:31])[C:3](=[O:30])[CH2:4][O:5][C:6]1[CH:11]=[CH:10][C:9]([C:12]([C:17]2[O:18][C:19]3[CH:25]=[C:24]([C:26]([OH:28])=[O:27])[CH:23]=[CH:22][C:20]=3[CH:21]=2)([CH2:15][CH3:16])[CH2:13][CH3:14])=[CH:8][C:7]=1[CH3:29].[BH4-].[Na+]. Product: [CH2:13]([C:12]([C:17]1[O:18][C:19]2[CH:25]=[C:24]([C:26]([OH:28])=[O:27])[CH:23]=[CH:22][C:20]=2[CH:21]=1)([C:9]1[CH:10]=[CH:11][C:6]([O:5][CH2:4][CH:3]([OH:30])[C:2]([CH3:31])([CH3:32])[CH3:1])=[C:7]([CH3:29])[CH:8]=1)[CH2:15][CH3:16])[CH3:14]. The catalyst class is: 1. (5) Reactant: [N+:1]([C:4]1[CH:9]=[CH:8][C:7]([C:10]2[NH:14][C:13]([C:15]([F:18])([F:17])[F:16])=[N:12][CH:11]=2)=[CH:6][CH:5]=1)([O-])=O. Product: [F:18][C:15]([F:16])([F:17])[C:13]1[NH:14][C:10]([C:7]2[CH:8]=[CH:9][C:4]([NH2:1])=[CH:5][CH:6]=2)=[CH:11][N:12]=1. The catalyst class is: 29. (6) Reactant: [N:1]1([CH2:6][CH2:7][O:8][C:9]2[CH:14]=[CH:13][C:12]([N+:15]([O-])=O)=[CH:11][N:10]=2)[CH:5]=[CH:4][N:3]=[N:2]1. Product: [N:1]1([CH2:6][CH2:7][O:8][C:9]2[N:10]=[CH:11][C:12]([NH2:15])=[CH:13][CH:14]=2)[CH:5]=[CH:4][N:3]=[N:2]1. The catalyst class is: 19.